This data is from Tyrosyl-DNA phosphodiesterase HTS with 341,365 compounds. The task is: Binary Classification. Given a drug SMILES string, predict its activity (active/inactive) in a high-throughput screening assay against a specified biological target. (1) The drug is OC(C(O)C(O)C(O)=O)C(O)CO. The result is 1 (active). (2) The compound is S(=O)(=O)(N(CC1Oc2c(C(=O)N(CC1C)C(CO)C)cc(NS(=O)(=O)c1ccc(OC)cc1)cc2)C)c1ccc(F)cc1. The result is 0 (inactive). (3) The result is 0 (inactive). The molecule is O=C(c1c(n(c(c1)C)c1c(cc(cc1)C)C)C)C(=O)Nc1ccccc1. (4) The result is 0 (inactive). The molecule is Clc1c(CC(OCC(=O)N2CCc3c2cccc3)=O)c(F)ccc1. (5) The compound is S(c1nc(Nc2cc3OCOc3cc2)c2c(n1)cccc2)CC(OCC)=O. The result is 0 (inactive).